From a dataset of Catalyst prediction with 721,799 reactions and 888 catalyst types from USPTO. Predict which catalyst facilitates the given reaction. (1) Reactant: [C:1]([NH:9][C:10]1C=C(C=[C:52](C)[CH:53]=1)C(N[C@@H](CC1C=C(F)C=C(F)C=1)[C@@H]([C@H]1C[C@@H](OCCC)CN1C(OC(C)(C)C)=O)O[Si](C(C)(C)C)(C)C)=O)(=O)[C:2]1C=CC=C[CH:3]=1.C(OC([N:62]1[CH2:66][C@H:65]([O:67][CH2:68][CH2:69][CH3:70])[CH2:64][C@@H:63]1[C@@H:71]([O:95][Si](C(C)(C)C)(C)C)[C@@H:72]([NH:82][C:83]([C:85]1[CH:86]=[C:87]([CH:91]=[C:92]([CH3:94])[CH:93]=1)[C:88]([OH:90])=O)=[O:84])[CH2:73][C:74]1[CH:79]=[C:78]([F:80])[CH:77]=[C:76]([F:81])[CH:75]=1)=O)(C)(C)C.CCN(C(C)C)C(C)C.CN(C(ON1N=NC2C=CC=NC1=2)=[N+](C)C)C.F[P-](F)(F)(F)(F)F.C(NCCC)CC. Product: [F:81][C:76]1[CH:75]=[C:74]([CH2:73][C@H:72]([NH:82][C:83](=[O:84])[C:85]2[CH:93]=[C:92]([CH3:94])[CH:91]=[C:87]([C:88]([N:9]([CH2:10][CH2:53][CH3:52])[CH2:1][CH2:2][CH3:3])=[O:90])[CH:86]=2)[C@H:71]([OH:95])[C@H:63]2[CH2:64][C@@H:65]([O:67][CH2:68][CH2:69][CH3:70])[CH2:66][NH:62]2)[CH:79]=[C:78]([F:80])[CH:77]=1. The catalyst class is: 4. (2) Reactant: [CH:1]1([NH:4][C:5]([NH:7][NH:8][C:9](=O)[C:10]2[CH:15]=[CH:14][C:13]([F:16])=[CH:12][C:11]=2[F:17])=[O:6])[CH2:3][CH2:2]1.Cl. Product: [CH:1]1([N:4]2[C:9]([C:10]3[CH:15]=[CH:14][C:13]([F:16])=[CH:12][C:11]=3[F:17])=[N:8][NH:7][C:5]2=[O:6])[CH2:3][CH2:2]1. The catalyst class is: 611. (3) Reactant: [CH3:1][O:2][C:3]1[CH:4]=[N:5][C:6]2[C:11]([CH:12]=1)=[C:10]([CH:13]1[CH2:15][O:14]1)[CH:9]=[CH:8][CH:7]=2.[C:16]([SiH2:20][O:21][C:22]([CH3:42])([CH3:41])[CH:23]1[CH:28]([NH:29][CH2:30][C:31]2[CH:40]=[CH:39][C:34]3[O:35][CH2:36][CH2:37][O:38][C:33]=3[CH:32]=2)[CH2:27][CH2:26][NH:25][CH2:24]1)([CH3:19])([CH3:18])[CH3:17].C(=O)([O-])[O-].[K+].[K+].Cl([O-])(=O)(=O)=O.[Li+]. Product: [C:16]([SiH2:20][O:21][C:22]([CH3:42])([CH3:41])[CH:23]1[CH:28]([NH:29][CH2:30][C:31]2[CH:40]=[CH:39][C:34]3[O:35][CH2:36][CH2:37][O:38][C:33]=3[CH:32]=2)[CH2:27][CH2:26][N:25]([CH2:15][CH:13]([C:10]2[CH:9]=[CH:8][CH:7]=[C:6]3[C:11]=2[CH:12]=[C:3]([O:2][CH3:1])[CH:4]=[N:5]3)[OH:14])[CH2:24]1)([CH3:19])([CH3:17])[CH3:18]. The catalyst class is: 3. (4) Reactant: [CH2:1]([O:3][C:4]([CH:6]1[CH2:11][CH2:10][N:9]([C:12]2[CH:17]=[CH:16][N:15]=[CH:14][CH:13]=2)[CH2:8][CH2:7]1)=[O:5])[CH3:2].C([N-]C(C)C)(C)C.[Li+].O1CCCC1.[C:31]([O:35][C:36]([N:38]1[CH2:47][CH2:46][C:45]2[C:40](=[CH:41][C:42]([O:48][CH2:49]Cl)=[CH:43][CH:44]=2)[CH2:39]1)=[O:37])([CH3:34])([CH3:33])[CH3:32].[Cl-].[NH4+]. Product: [C:31]([O:35][C:36]([N:38]1[CH2:47][CH2:46][C:45]2[C:40](=[CH:41][C:42]([O:48][CH2:49][C:6]3([C:4]([O:3][CH2:1][CH3:2])=[O:5])[CH2:11][CH2:10][N:9]([C:12]4[CH:17]=[CH:16][N:15]=[CH:14][CH:13]=4)[CH2:8][CH2:7]3)=[CH:43][CH:44]=2)[CH2:39]1)=[O:37])([CH3:34])([CH3:33])[CH3:32]. The catalyst class is: 30.